This data is from Reaction yield outcomes from USPTO patents with 853,638 reactions. The task is: Predict the reaction yield, written as a fraction of the theoretical maximum amount of product (1.0 means a 100% yield; for example, 0.34 means a 34% yield). (1) The reactants are [N:1]1[CH:6]=[CH:5][N:4]=[CH:3][C:2]=1[C:7]#[C:8][C:9]12[CH2:18][CH:13]3[CH2:14][CH:15]([CH2:17][C:11]([NH2:19])([CH2:12]3)[CH2:10]1)[CH2:16]2.[N:20]1[CH:25]=[CH:24][CH:23]=[CH:22][C:21]=1[C:26](O)=[O:27].CCN(C(C)C)C(C)C.CN(C(ON1N=NC2C=CC=NC1=2)=[N+](C)C)C.F[P-](F)(F)(F)(F)F. The catalyst is CN(C=O)C. The product is [N:1]1[CH:6]=[CH:5][N:4]=[CH:3][C:2]=1[C:7]#[C:8][C:9]12[CH2:18][CH:13]3[CH2:14][CH:15]([CH2:17][C:11]([NH:19][C:26]([C:21]4[CH:22]=[CH:23][CH:24]=[CH:25][N:20]=4)=[O:27])([CH2:12]3)[CH2:10]1)[CH2:16]2. The yield is 0.950. (2) The catalyst is O1CCOCC1. The yield is 0.950. The product is [ClH:18].[CH3:13][C:11]1([CH3:14])[CH2:12][NH:8][CH:9]([C:15]([NH2:16])=[O:17])[CH2:10]1. The reactants are C(OC([N:8]1[CH2:12][C:11]([CH3:14])([CH3:13])[CH2:10][CH:9]1[C:15](=[O:17])[NH2:16])=O)(C)(C)C.[ClH:18].C(OCC)C. (3) The reactants are [CH3:1][C:2]1[N:3]=[C:4]([N:10]2[C:14](=[O:15])[N:13]([CH2:16][C:17]3[CH:22]=[CH:21]C(C(F)(F)F)=CC=3)[N:12]=[CH:11]2)[S:5][C:6]=1[C:7]([OH:9])=O.C1(CN2C(=O)N(C3SC(C(O)=O)=C(C)N=3)C=N2)CC1.[N:46]1[CH:51]=[CH:50][CH:49]=[C:48]([CH2:52][NH2:53])[CH:47]=1. No catalyst specified. The product is [CH:17]1([CH2:16][N:13]2[C:14](=[O:15])[N:10]([C:4]3[S:5][C:6]([C:7]([NH:53][CH2:52][C:48]4[CH:47]=[N:46][CH:51]=[CH:50][CH:49]=4)=[O:9])=[C:2]([CH3:1])[N:3]=3)[CH:11]=[N:12]2)[CH2:22][CH2:21]1. The yield is 0.490. (4) The reactants are [NH2:1][C:2]1[CH:3]=[C:4]2[C:10]([C:11]3[C:16]([C:17]#[N:18])=[CH:15][N:14]=[C:13]([NH:19][CH:20]([CH3:22])[CH3:21])[N:12]=3)=[CH:9][N:8]([S:23]([C:26]3[CH:32]=[CH:31][C:29]([CH3:30])=[CH:28][CH:27]=3)(=[O:25])=[O:24])[C:5]2=[N:6][CH:7]=1.[C:33]1(B(O)O)[CH:38]=[CH:37][CH:36]=[CH:35][CH:34]=1.N1C=CC=CC=1. The catalyst is C(Cl)Cl.C([O-])(=O)C.[Cu+2].C([O-])(=O)C. The product is [CH:20]([NH:19][C:13]1[N:12]=[C:11]([C:10]2[C:4]3[C:5](=[N:6][CH:7]=[C:2]([NH:1][C:33]4[CH:38]=[CH:37][CH:36]=[CH:35][CH:34]=4)[CH:3]=3)[N:8]([S:23]([C:26]3[CH:27]=[CH:28][C:29]([CH3:30])=[CH:31][CH:32]=3)(=[O:24])=[O:25])[CH:9]=2)[C:16]([C:17]#[N:18])=[CH:15][N:14]=1)([CH3:21])[CH3:22]. The yield is 0.360. (5) The catalyst is CC#N.C1(C)C=CC=CC=1. The reactants are [CH2:1]([O:8][CH2:9][P:10](=[O:13])([OH:12])[OH:11])[C:2]1[CH:7]=[CH:6][CH:5]=[CH:4][CH:3]=1.S(Cl)(Cl)=O.N1C=NN=N1.[C:23]1(O)[CH:28]=[CH:27][CH:26]=[CH:25][CH:24]=1.C(N(CC)CC)C.[C:37]([O:42][CH2:43][CH3:44])(=[O:41])[CH:38]([CH3:40])O. The yield is 0.180. The product is [CH2:43]([O:42][C:37](=[O:41])[CH:38]([O:13][P:10]([CH2:9][O:8][CH2:1][C:2]1[CH:3]=[CH:4][CH:5]=[CH:6][CH:7]=1)([O:12][C:23]1[CH:28]=[CH:27][CH:26]=[CH:25][CH:24]=1)=[O:11])[CH3:40])[CH3:44]. (6) No catalyst specified. The reactants are [Br:1][C:2]1[CH:7]=[C:6]([CH3:8])[CH:5]=[C:4]([O:9][CH3:10])[CH:3]=1.N1C=CC=CC=1.[O-:17][Mn](=O)(=O)=O.[K+].[OH2:23]. The yield is 0.240. The product is [Br:1][C:2]1[CH:7]=[C:6]([CH:5]=[C:4]([O:9][CH3:10])[CH:3]=1)[C:8]([OH:17])=[O:23].